Dataset: Peptide-MHC class II binding affinity with 134,281 pairs from IEDB. Task: Regression. Given a peptide amino acid sequence and an MHC pseudo amino acid sequence, predict their binding affinity value. This is MHC class II binding data. (1) The peptide sequence is VQLIRMAEAEMVIHH. The MHC is HLA-DQA10201-DQB10402 with pseudo-sequence HLA-DQA10201-DQB10402. The binding affinity (normalized) is 0.192. (2) The MHC is DRB1_1602 with pseudo-sequence DRB1_1602. The binding affinity (normalized) is 0.439. The peptide sequence is LGQTIRNSRWSSPDN. (3) The peptide sequence is APWLDLVRKLGVLAG. The MHC is DRB1_0401 with pseudo-sequence DRB1_0401. The binding affinity (normalized) is 0.432. (4) The peptide sequence is ACSLFLNYAVSFNYF. The MHC is DRB3_0202 with pseudo-sequence DRB3_0202. The binding affinity (normalized) is 0.371. (5) The peptide sequence is GMFTNRSGSQ. The MHC is HLA-DQA10101-DQB10501 with pseudo-sequence HLA-DQA10101-DQB10501. The binding affinity (normalized) is 0.